This data is from Retrosynthesis with 50K atom-mapped reactions and 10 reaction types from USPTO. The task is: Predict the reactants needed to synthesize the given product. (1) Given the product Cc1c(-c2ccc3c(ccn3C)c2)nc2cc(F)cc(F)c2c1Cl, predict the reactants needed to synthesize it. The reactants are: Cc1c(Cl)nc2cc(F)cc(F)c2c1Cl.Cn1ccc2cc(B3OC(C)(C)C(C)(C)O3)ccc21. (2) Given the product C=CCCCCC[C@@H](NC(=O)OC(C)(C)C)C(=O)O, predict the reactants needed to synthesize it. The reactants are: C=CCCCCC[C@@H](NC(=O)OC(C)(C)C)C(=O)OCC. (3) Given the product CCC(=O)c1ccc(NC(=O)c2cncc(F)c2C)nc1, predict the reactants needed to synthesize it. The reactants are: CCC(=O)c1ccc(N)nc1.Cc1c(F)cncc1C(=O)O. (4) The reactants are: CC1(C)OC(C)(C)C(Br)C1=O.NC(N)=S. Given the product CC1(C)OC(C)(C)c2sc(N)nc21, predict the reactants needed to synthesize it.